From a dataset of Human Reference Interactome with 51,813 positive PPI pairs across 8,248 proteins, plus equal number of experimentally-validated negative pairs. Binary Classification. Given two protein amino acid sequences, predict whether they physically interact or not. (1) Protein 1 (ENSG00000257727) has sequence MKGWGWLALLLGALLGTAWARRSQDLHCGACRALVDELEWEIAQVDPKKTIQMGSFRINPDGSQSVVEVPYARSEAHLTELLEEICDRMKEYGEQIDPSTHRKNYVRVVGRNGESSELDLQGIRIDSDISGTLKFACESIVEEYEDELIEFFSREADNVKDKLCSKRTDLCDHALHISHDEL*KNYVRVVGRNGESSELDLQGIRIDSDISGTLKFACESIVEEYEDELIEFFSREADNVKDKLCSKRTDLCDHALHISHDEL*XACRALVDELEWEIAQVDPKKTIQMGSFRINPDGSQ.... Protein 2 (ENSG00000196387) has sequence MSQGSVTFRDVAIDFSQEEWKWLQPAQRDLYRCVMLENYGHLVSLAGLSISKPDVVSLLEQGKEPWLGKREVKRDLFSGFFSANCVSFFSWAHVDGSAFLVDGNFFCKFFRVKW*MSQGSVTFRDVAIDFSQEEWKWLQPAQRDLYRCVMLENYGHLVSLGLSISKPDVVSLLEQGKEPWLGKREVKRDLFSVSESSGEIKDFSPKNVIYDDSSQYLIMERILSQGPVYSSMSQGSVTFRDVAIDFSQEEWKWLQPAQRDLYRCVMLENYGHLVSLGLSISKPDVVSLLEQGKEPWLGKR.... Result: 0 (the proteins do not interact). (2) Protein 1 (ENSG00000105323) has sequence MRSWAFSYLDAMDNITRQNQFYDTQVIKQENESGYERRPLEMEQQQAYRPEMKTEMKQGAPTSFLPPEASQLKPDRQQFQSRKRPYEENRGRGYFEHREDRRGRSPQPPAEEDEDDFDDTLVAIDTYNCDLHFKVARDRSSGYPLTIEGFAYLWSGARASYGVRRGRVCFEMKINEEISVKHLPSTEPDPHVVRIGWSLDSCSTQLGEEPFSYGYGGTGKKSTNSRFENYGDKFAENDVIGCFADFECGNDVELSFTKNGKWMGIAFRIQKEALGGQALYPHVLVKNCAVEFNFGQRAEP.... Protein 2 (ENSG00000153140) has sequence MSLALRSELVVDKTKRKKRRELSEEQKQEIKDAFELFDTDKDEAIDYHELKVAMRALGFDVKKADVLKILKDYDREATGKITFEDFNEVVTDWILERDPHEEILKAFKLFDDDDSGKISLRNLRRVARELGENMSDEELRAMIEEFDKDGDGEINQEEFIAIMTGDI*ELVVDKTKRKKRRELSEEQKQEIKDAFELFDTDKDEAIDYHELKVAMRALGFDVKKADVLKILKDYDREATGKITFEDFNE*MSLALRSELVVDKTKRKKRRELSEEQKQEIKDAFELFDTDKDEAIDYHEL.... Result: 0 (the proteins do not interact).